From a dataset of Full USPTO retrosynthesis dataset with 1.9M reactions from patents (1976-2016). Predict the reactants needed to synthesize the given product. (1) Given the product [Br:1][C:2]1[C:10]2[C:5](=[CH:6][CH:7]=[C:8]([N+:11]([O-:13])=[O:12])[CH:9]=2)[N:4]([C:14]([O:15][C:16]([CH3:19])([CH3:18])[CH3:17])=[O:20])[N:3]=1, predict the reactants needed to synthesize it. The reactants are: [Br:1][C:2]1[C:10]2[C:5](=[CH:6][CH:7]=[C:8]([N+:11]([O-:13])=[O:12])[CH:9]=2)[NH:4][N:3]=1.[C:14](=O)([O:20]C(C)(C)C)[O:15][C:16]([CH3:19])([CH3:18])[CH3:17].O.Cl. (2) Given the product [NH:12]1[C:7]2=[N:8][CH:9]=[CH:10][CH:11]=[C:6]2[C:5]([CH2:13][CH2:14][OH:15])=[CH:4]1, predict the reactants needed to synthesize it. The reactants are: C([Si](CC)(CC)[C:4]1[NH:12][C:7]2=[N:8][CH:9]=[CH:10][CH:11]=[C:6]2[C:5]=1[CH2:13][CH2:14][OH:15])C.CCCC[N+](CCCC)(CCCC)CCCC.[F-].